Dataset: Reaction yield outcomes from USPTO patents with 853,638 reactions. Task: Predict the reaction yield, written as a fraction of the theoretical maximum amount of product (1.0 means a 100% yield; for example, 0.34 means a 34% yield). (1) The reactants are [F:1][C:2]1[CH:10]=[C:9]2[C:5]([C:6]([CH:12]=O)=[CH:7][N:8]2[CH3:11])=[CH:4][CH:3]=1.[CH3:14][N:15]1C2C(=CC=CC=2)C(C)=C1C=O. No catalyst specified. The product is [F:1][C:2]1[CH:10]=[C:9]2[C:5]([C:6]([CH2:12][NH:15][CH3:14])=[CH:7][N:8]2[CH3:11])=[CH:4][CH:3]=1. The yield is 0.350. (2) The reactants are [N+:1]([C:4]1[CH:5]=[C:6]2[C:10](=[CH:11][CH:12]=1)[NH:9][C:8](=[O:13])[CH2:7]2)([O-])=O. The catalyst is CC(N(C)C)=O.[Pd]. The product is [NH2:1][C:4]1[CH:5]=[C:6]2[C:10](=[CH:11][CH:12]=1)[NH:9][C:8](=[O:13])[CH2:7]2. The yield is 0.500. (3) The reactants are [CH:1]([O:4][C:5]1[C:27]([O:28][CH3:29])=[CH:26][C:8]2[O:9][CH2:10][C:11]3[N:12]([C:13]([C:21]4[CH:25]=[CH:24][S:23][CH:22]=4)=[N:14][C:15]=3[C:16]([O:18]CC)=[O:17])[C:7]=2[CH:6]=1)([CH3:3])[CH3:2].[OH-].[K+]. The catalyst is C(O)C.O. The product is [CH:1]([O:4][C:5]1[C:27]([O:28][CH3:29])=[CH:26][C:8]2[O:9][CH2:10][C:11]3[N:12]([C:13]([C:21]4[CH:25]=[CH:24][S:23][CH:22]=4)=[N:14][C:15]=3[C:16]([OH:18])=[O:17])[C:7]=2[CH:6]=1)([CH3:3])[CH3:2]. The yield is 1.00. (4) The product is [Br-:20].[CH3:22][O:23][C:2]1[CH:3]=[C:4]([C:11]2[CH:12]=[N+:13]([CH2:17][CH:18]=[CH2:19])[CH:14]=[CH:15][CH:16]=2)[CH:5]=[CH:6][C:7]=1[N+:8]([O-:10])=[O:9]. The reactants are C[C:2]1[CH:3]=[C:4]([C:11]2[CH:12]=[N:13][CH:14]=[CH:15][CH:16]=2)[CH:5]=[CH:6][C:7]=1[N+:8]([O-:10])=[O:9].[CH2:17]([Br:20])[CH:18]=[CH2:19].C[C:22](C)=[O:23]. The yield is 0.990. No catalyst specified. (5) The yield is 0.320. The product is [CH2:42]([NH:43][C:44]1[C:53]2[C:48](=[CH:49][CH:50]=[CH:51][CH:52]=2)[N:47]=[C:46]([C:54]2[CH:55]=[CH:56][C:57]([NH:60][S:61]([CH3:64])(=[O:63])=[O:62])=[CH:58][CH:59]=2)[N:45]=1)[CH2:41][C:35]1[CH:40]=[CH:39][CH:38]=[CH:37][CH:36]=1. The catalyst is C(Cl)(Cl)Cl.CO. The reactants are ClC1N=C(NCCC2C=CC=CC=2)C2C(=CC=CC=2)N=1.CS(NC1C=CC(B(O)O)=CC=1)(=O)=O.[C:35]1([CH:41](C2C=CC=CN=2)[CH2:42][NH:43][C:44]2[C:53]3[C:48](=[CH:49][CH:50]=[CH:51][CH:52]=3)[N:47]=[C:46]([C:54]3[CH:59]=[CH:58][C:57]([NH:60][S:61]([CH3:64])(=[O:63])=[O:62])=[CH:56][CH:55]=3)[N:45]=2)[CH:40]=[CH:39][CH:38]=[CH:37][CH:36]=1. (6) The reactants are F[C:2]1[CH:9]=[CH:8][C:5]([CH:6]=O)=[CH:4][CH:3]=1.[CH3:10][C:11]1[N:12]=[CH:13][NH:14][CH:15]=1.[C:16]([O-])([O-])=O.[K+].[K+].N1C=CN=C1.[N+](=C(P(=O)(OC)OC)C(=O)C)=[N-]. The catalyst is CN(C=O)C.CCOC(C)=O.CO.C(Cl)Cl. The product is [C:6]([C:5]1[CH:8]=[CH:9][C:2]([N:14]2[CH:15]=[C:11]([CH3:10])[N:12]=[CH:13]2)=[CH:3][CH:4]=1)#[CH:16]. The yield is 0.820. (7) The reactants are [CH2:1]1[CH2:6][C@H:5]([C:7]([OH:9])=[O:8])[CH2:4][CH2:3][C@H:2]1[CH2:10][NH2:11].[C:12]([O:18][CH:19]([O:21][C:22](ON1C(=O)CCC1=O)=[O:23])[CH3:20])(=[O:17])[CH2:13][CH2:14][CH2:15][CH3:16]. The catalyst is CC(OC)(C)C.CC(C)=O.O. The product is [C:12]([O:18][CH:19]([O:21][C:22]([NH:11][CH2:10][C@H:2]1[CH2:3][CH2:4][C@H:5]([C:7]([OH:9])=[O:8])[CH2:6][CH2:1]1)=[O:23])[CH3:20])(=[O:17])[CH2:13][CH2:14][CH2:15][CH3:16]. The yield is 0.160. (8) The reactants are C([O:3][C:4](=[O:38])[CH2:5][CH2:6][C:7]1[CH:12]=[CH:11][C:10]([O:13][CH2:14][CH2:15][C:16]2[N:17]=[C:18]([C:21]3[CH:26]=[CH:25][CH:24]=[CH:23][CH:22]=3)[O:19][CH:20]=2)=[CH:9][C:8]=1[CH2:27][O:28][C:29](=[O:37])[NH:30][CH:31]1[CH2:36][CH2:35][CH2:34][CH2:33][CH2:32]1)C.[OH-].[Na+]. The catalyst is C(O)C. The product is [CH:31]1([NH:30][C:29]([O:28][CH2:27][C:8]2[CH:9]=[C:10]([O:13][CH2:14][CH2:15][C:16]3[N:17]=[C:18]([C:21]4[CH:22]=[CH:23][CH:24]=[CH:25][CH:26]=4)[O:19][CH:20]=3)[CH:11]=[CH:12][C:7]=2[CH2:6][CH2:5][C:4]([OH:38])=[O:3])=[O:37])[CH2:36][CH2:35][CH2:34][CH2:33][CH2:32]1. The yield is 0.630. (9) The reactants are C([N:8]1[CH2:12][CH2:11][C:10]([NH:22][C:23](=[O:29])[O:24][C:25]([CH3:28])([CH3:27])[CH3:26])([CH2:13][O:14][Si:15]([C:18]([CH3:21])([CH3:20])[CH3:19])([CH3:17])[CH3:16])[CH2:9]1)C1C=CC=CC=1. The catalyst is CO.[OH-].[OH-].[Pd+2]. The product is [Si:15]([O:14][CH2:13][C:10]1([NH:22][C:23](=[O:29])[O:24][C:25]([CH3:28])([CH3:27])[CH3:26])[CH2:11][CH2:12][NH:8][CH2:9]1)([C:18]([CH3:21])([CH3:20])[CH3:19])([CH3:17])[CH3:16]. The yield is 0.910.